From a dataset of Forward reaction prediction with 1.9M reactions from USPTO patents (1976-2016). Predict the product of the given reaction. Given the reactants [CH3:1][C:2]1[CH:3]=[C:4]([C:14]2[N:18]=[C:17]([C:19]3[S:20][CH:21]=[C:22]([CH2:25][CH:26]([CH3:28])[CH3:27])[C:23]=3[CH3:24])[O:16][N:15]=2)[CH:5]=[C:6]([CH3:13])[C:7]=1[O:8][CH2:9][CH:10]1[CH2:12][O:11]1.C1COCC1.[NH3:34], predict the reaction product. The product is: [NH2:34][CH2:12][CH:10]([OH:11])[CH2:9][O:8][C:7]1[C:2]([CH3:1])=[CH:3][C:4]([C:14]2[N:18]=[C:17]([C:19]3[S:20][CH:21]=[C:22]([CH2:25][CH:26]([CH3:27])[CH3:28])[C:23]=3[CH3:24])[O:16][N:15]=2)=[CH:5][C:6]=1[CH3:13].